From a dataset of Catalyst prediction with 721,799 reactions and 888 catalyst types from USPTO. Predict which catalyst facilitates the given reaction. (1) Reactant: [Br:1][C:2]1[CH:7]=[CH:6][C:5]([C@H:8]2[CH2:18][CH2:17][C:10]3([NH:14]C(=O)N[C:11]3=[O:16])[CH2:9]2)=[CH:4][CH:3]=1.[OH-:19].[Na+].Cl. Product: [NH2:14][C:10]1([C:11]([OH:19])=[O:16])[CH2:17][CH2:18][C@H:8]([C:5]2[CH:6]=[CH:7][C:2]([Br:1])=[CH:3][CH:4]=2)[CH2:9]1. The catalyst class is: 12. (2) Reactant: [CH2:1]=[CH:2][C:3]1[CH:8]=[CH:7][CH:6]=[CH:5][CH:4]=1.CCCCCCCCCCCC.NC(N)=[O:23].C(=O)(O)[O-].[Na+].OO. Product: [CH2:1]1[O:23][CH:2]1[C:3]1[CH:8]=[CH:7][CH:6]=[CH:5][CH:4]=1. The catalyst class is: 6. (3) Reactant: C([O:3][C:4]([C:6]1([NH:15][C:16](=[O:29])[C:17]2[CH:22]=[CH:21][CH:20]=[C:19]([CH3:23])[C:18]=2/[CH:24]=[CH:25]/[CH2:26][CH2:27][CH3:28])[CH2:14][C:13]2[C:8](=[CH:9][CH:10]=[CH:11][CH:12]=2)[CH2:7]1)=[O:5])C.[OH-].[K+].O. Product: [CH3:23][C:19]1[C:18](/[CH:24]=[CH:25]/[CH2:26][CH2:27][CH3:28])=[C:17]([CH:22]=[CH:21][CH:20]=1)[C:16]([NH:15][C:6]1([C:4]([OH:5])=[O:3])[CH2:14][C:13]2[C:8](=[CH:9][CH:10]=[CH:11][CH:12]=2)[CH2:7]1)=[O:29]. The catalyst class is: 14. (4) Reactant: C[O:2][C:3](=[O:30])[CH2:4][C:5]1[C:13]2[C:8](=[N:9][CH:10]=[CH:11][CH:12]=2)[N:7]([CH2:14][C:15]2[CH:20]=[CH:19][C:18]([S:21]([CH3:24])(=[O:23])=[O:22])=[CH:17][C:16]=2[C:25]([F:28])([F:27])[F:26])[C:6]=1[CH3:29].[CH2:31]1COCC1.[OH-].[Na+]. Product: [CH2:24]([S:21]([C:18]1[CH:19]=[CH:20][C:15]([CH2:14][N:7]2[C:8]3=[N:9][CH:10]=[CH:11][CH:12]=[C:13]3[C:5]([CH2:4][C:3]([OH:2])=[O:30])=[C:6]2[CH3:29])=[C:16]([C:25]([F:28])([F:26])[F:27])[CH:17]=1)(=[O:22])=[O:23])[CH3:31]. The catalyst class is: 6. (5) Reactant: C(OC([N:8]1[CH2:13][CH2:12][CH:11]([NH:14][C:15](=[O:44])[C:16]2[CH:21]=[CH:20][C:19]([NH:22][C:23]3[N:24]=[CH:25][C:26]4[N:32]([CH3:33])[C:31](=[O:34])[C:30]([F:36])([F:35])[CH2:29][N:28]([CH:37]5[CH2:40][CH2:39][CH2:38]5)[C:27]=4[N:41]=3)=[C:18]([O:42][CH3:43])[CH:17]=2)[CH2:10][CH2:9]1)=O)(C)(C)C.FC(F)(F)C(O)=O. Product: [CH:37]1([N:28]2[CH2:29][C:30]([F:35])([F:36])[C:31](=[O:34])[N:32]([CH3:33])[C:26]3[CH:25]=[N:24][C:23]([NH:22][C:19]4[CH:20]=[CH:21][C:16]([C:15]([NH:14][CH:11]5[CH2:12][CH2:13][NH:8][CH2:9][CH2:10]5)=[O:44])=[CH:17][C:18]=4[O:42][CH3:43])=[N:41][C:27]2=3)[CH2:40][CH2:39][CH2:38]1. The catalyst class is: 4. (6) Reactant: [CH3:1][O:2][C:3]1[CH:4]=[C:5]2[C:9](=[CH:10][CH:11]=1)[NH:8][C:7](=[O:12])/[C:6]/2=[CH:13]/[C:14]1[CH:22]=[C:21]2[C:17]([C:18](/[CH:23]=[CH:24]/[C:25]3[CH:30]=[CH:29][CH:28]=[CH:27][N:26]=3)=[N:19][NH:20]2)=[CH:16][CH:15]=1.C1C=C(Cl)C=C(C(OO)=[O:39])C=1. Product: [CH3:1][O:2][C:3]1[CH:4]=[C:5]2[C:9](=[CH:10][CH:11]=1)[NH:8][C:7](=[O:12])/[C:6]/2=[CH:13]/[C:14]1[CH:22]=[C:21]2[C:17]([C:18](/[CH:23]=[CH:24]/[C:25]3[CH:30]=[CH:29][CH:28]=[CH:27][N+:26]=3[O-:39])=[N:19][NH:20]2)=[CH:16][CH:15]=1. The catalyst class is: 4.